From a dataset of Forward reaction prediction with 1.9M reactions from USPTO patents (1976-2016). Predict the product of the given reaction. (1) Given the reactants [C:1]([C:3]1[CH:8]=[CH:7][C:6](B(O)O)=[CH:5][C:4]=1[F:12])#[N:2].Cl[C:14]1[N:19]=[C:18]([NH:20][CH3:21])[N:17]=[C:16]([N:22]2[C@H:27]([CH2:28][CH3:29])[CH2:26][O:25][C@H:24]([C:30]([NH:32][CH:33]3[CH2:38][CH2:37][CH2:36][CH2:35][CH2:34]3)=[O:31])[CH2:23]2)[CH:15]=1.C([O-])(O)=O.[Na+], predict the reaction product. The product is: [C:1]([C:3]1[CH:8]=[CH:7][C:6]([C:14]2[N:19]=[C:18]([NH:20][CH3:21])[N:17]=[C:16]([N:22]3[C@H:27]([CH2:28][CH3:29])[CH2:26][O:25][C@H:24]([C:30]([NH:32][CH:33]4[CH2:38][CH2:37][CH2:36][CH2:35][CH2:34]4)=[O:31])[CH2:23]3)[CH:15]=2)=[CH:5][C:4]=1[F:12])#[N:2]. (2) Given the reactants [C:1]1([P:7](=[O:20])([C:14]2[CH:19]=[CH:18][CH:17]=[CH:16][CH:15]=2)[C:8]2[CH:13]=[CH:12][CH:11]=[CH:10][CH:9]=2)[CH:6]=[CH:5][CH:4]=[CH:3][CH:2]=1.C(Cl)(=O)C(Cl)=O.[Al].Cl, predict the reaction product. The product is: [C:14]1([P:7]([C:1]2[CH:2]=[CH:3][CH:4]=[CH:5][CH:6]=2)[C:8]2[CH:13]=[CH:12][CH:11]=[CH:10][CH:9]=2)[CH:15]=[CH:16][CH:17]=[CH:18][CH:19]=1.[C:1]1([P:7](=[O:20])([C:8]2[CH:13]=[CH:12][CH:11]=[CH:10][CH:9]=2)[C:14]2[CH:19]=[CH:18][CH:17]=[CH:16][CH:15]=2)[CH:2]=[CH:3][CH:4]=[CH:5][CH:6]=1. (3) Given the reactants C1CCN2C(=NCCC2)CC1.[NH2:12][C:13]1[CH:14]=[C:15]([C:19]2[CH:24]=[CH:23][C:22]([C:25]([F:35])([CH3:34])[CH2:26][NH:27][S:28]([CH:31]([CH3:33])[CH3:32])(=[O:30])=[O:29])=[CH:21][CH:20]=2)[CH:16]=[CH:17][CH:18]=1.C(Cl)Cl.Cl[CH2:40][S:41](Cl)(=[O:43])=[O:42], predict the reaction product. The product is: [NH2:12][C:13]1[CH:14]=[C:15]([C:19]2[CH:20]=[CH:21][C:22]([C:25]([F:35])([CH3:34])[CH2:26][NH:27][S:28]([CH:31]([CH3:32])[CH3:33])(=[O:30])=[O:29])=[CH:23][CH:24]=2)[CH:16]=[CH:17][CH:18]=1.[F:35][C:25]([C:22]1[CH:21]=[CH:20][C:19]([C:15]2[CH:16]=[CH:17][CH:18]=[C:13]([NH:12][S:41]([CH3:40])(=[O:43])=[O:42])[CH:14]=2)=[CH:24][CH:23]=1)([CH3:34])[CH2:26][NH:27][S:28]([CH:31]([CH3:32])[CH3:33])(=[O:30])=[O:29].